From a dataset of Forward reaction prediction with 1.9M reactions from USPTO patents (1976-2016). Predict the product of the given reaction. (1) Given the reactants [CH3:1][N:2]1[CH2:7][CH2:6][C:5]([C:10]2[CH:15]=[CH:14][C:13]([F:16])=[CH:12][CH:11]=2)([CH2:8][NH2:9])[CH2:4][CH2:3]1.[C:17]([C:19]1[C:20]([CH2:32][CH3:33])=[C:21]([C:29](Cl)=[O:30])[C:22]2[C:27]([CH:28]=1)=[CH:26][CH:25]=[CH:24][CH:23]=2)#[N:18], predict the reaction product. The product is: [CH3:1][N:2]1[CH2:3][CH2:4][C:5]([C:10]2[CH:11]=[CH:12][C:13]([F:16])=[CH:14][CH:15]=2)([CH2:8][NH:9][C:29]([C:21]2[C:22]3[C:27](=[CH:26][CH:25]=[CH:24][CH:23]=3)[CH:28]=[C:19]([C:17]#[N:18])[C:20]=2[CH2:32][CH3:33])=[O:30])[CH2:6][CH2:7]1. (2) Given the reactants [BH-](OC(C)=O)(OC(C)=O)OC(C)=O.[Na+].[CH3:15][C:16]1[C:20]([C:21]2[C:22]([O:45][CH3:46])=[CH:23][C:24]3[C:25]4[N:35]([C@@H:36]([C:38]5[CH:43]=[CH:42][CH:41]=[CH:40][CH:39]=5)[CH3:37])[C:34](=[O:44])[O:33][C:26]=4[C:27]([CH:31]=[O:32])=[N:28][C:29]=3[CH:30]=2)=[C:19]([CH3:47])[O:18][N:17]=1, predict the reaction product. The product is: [CH3:15][C:16]1[C:20]([C:21]2[C:22]([O:45][CH3:46])=[CH:23][C:24]3[C:25]4[N:35]([C@@H:36]([C:38]5[CH:43]=[CH:42][CH:41]=[CH:40][CH:39]=5)[CH3:37])[C:34](=[O:44])[O:33][C:26]=4[C:27]([CH2:31][OH:32])=[N:28][C:29]=3[CH:30]=2)=[C:19]([CH3:47])[O:18][N:17]=1. (3) Given the reactants [CH2:1]([N:8]1[CH2:13][CH2:12][CH:11]([NH:14][C:15]2[CH:20]=[CH:19][C:18]([F:21])=[CH:17][C:16]=2[NH:22][C:23](=O)[CH2:24][CH3:25])[CH2:10][CH2:9]1)[C:2]1[CH:7]=[CH:6][CH:5]=[CH:4][CH:3]=1.O.C([O-])([O-])=O.[K+].[K+], predict the reaction product. The product is: [CH2:1]([N:8]1[CH2:13][CH2:12][CH:11]([N:14]2[C:15]3[CH:20]=[CH:19][C:18]([F:21])=[CH:17][C:16]=3[N:22]=[C:23]2[CH2:24][CH3:25])[CH2:10][CH2:9]1)[C:2]1[CH:7]=[CH:6][CH:5]=[CH:4][CH:3]=1. (4) Given the reactants [CH2:1]([N:3]([CH3:37])[S:4]([NH:7][C:8]1[C:9]([F:36])=[C:10]([CH:14]([OH:35])[C:15]2[C:23]3[C:22]([CH3:24])=[N:21][CH:20]=[N:19][C:18]=3[N:17]([S:25]([C:28]3[CH:33]=[CH:32][C:31]([CH3:34])=[CH:30][CH:29]=3)(=[O:27])=[O:26])[CH:16]=2)[CH:11]=[CH:12][CH:13]=1)(=[O:6])=[O:5])[CH3:2].CC(OI1(OC(C)=O)(OC(C)=O)OC(=O)C2C=CC=CC1=2)=O, predict the reaction product. The product is: [CH2:1]([N:3]([CH3:37])[S:4]([NH:7][C:8]1[C:9]([F:36])=[C:10]([CH:11]=[CH:12][CH:13]=1)[C:14]([C:15]1[C:23]2[C:22]([CH3:24])=[N:21][CH:20]=[N:19][C:18]=2[N:17]([S:25]([C:28]2[CH:29]=[CH:30][C:31]([CH3:34])=[CH:32][CH:33]=2)(=[O:26])=[O:27])[CH:16]=1)=[O:35])(=[O:6])=[O:5])[CH3:2]. (5) The product is: [F:22][C:23]1[CH:30]=[CH:29][C:26]([CH2:27][NH:28][CH2:18][CH2:17][CH2:16][CH2:15][C@@H:10]([CH2:9][C@H:8]([C:5]2[CH:6]=[CH:7][C:2]([F:1])=[CH:3][CH:4]=2)[O:20][CH3:21])[C:11]([O:13][CH3:14])=[O:12])=[CH:25][C:24]=1[CH3:31]. Given the reactants [F:1][C:2]1[CH:7]=[CH:6][C:5]([C@H:8]([O:20][CH3:21])[CH2:9][C@H:10]([CH2:15][CH2:16][CH2:17][CH:18]=O)[C:11]([O:13][CH3:14])=[O:12])=[CH:4][CH:3]=1.[F:22][C:23]1[CH:30]=[CH:29][C:26]([CH2:27][NH2:28])=[CH:25][C:24]=1[CH3:31].[BH-](OC(C)=O)(OC(C)=O)OC(C)=O.[Na+].CC(O)=O, predict the reaction product. (6) The product is: [Cl:12][C:13]1[CH:18]=[C:17]([Cl:19])[CH:16]=[CH:15][C:14]=1[C:20]1([C:38]2[CH:43]=[CH:42][C:41]([F:44])=[CH:40][CH:39]=2)[O:24][C:23]2[CH:25]=[C:26]([F:37])[C:27]([C:29]([N:31]3[CH2:36][CH2:35][S:34](=[O:9])[CH2:33][CH2:32]3)=[O:30])=[CH:28][C:22]=2[O:21]1. Given the reactants ClC1C=CC=C(C(OO)=[O:9])C=1.[Cl:12][C:13]1[CH:18]=[C:17]([Cl:19])[CH:16]=[CH:15][C:14]=1[C:20]1([C:38]2[CH:43]=[CH:42][C:41]([F:44])=[CH:40][CH:39]=2)[O:24][C:23]2[CH:25]=[C:26]([F:37])[C:27]([C:29]([N:31]3[CH2:36][CH2:35][S:34][CH2:33][CH2:32]3)=[O:30])=[CH:28][C:22]=2[O:21]1, predict the reaction product. (7) Given the reactants Cl[C:2]1[C:7]([C:8]([NH:10][C@H:11]([C:13]2[CH:25]=[CH:24][C:16]([C:17]([O:19]C(C)(C)C)=[O:18])=[CH:15][CH:14]=2)[CH3:12])=[O:9])=[CH:6][C:5]([Cl:26])=[CH:4][N:3]=1.[Cl:27][C:28]1[CH:33]=[CH:32][C:31]([F:34])=[CH:30][C:29]=1[OH:35], predict the reaction product. The product is: [Cl:26][C:5]1[CH:6]=[C:7]([C:8]([NH:10][C@H:11]([C:13]2[CH:14]=[CH:15][C:16]([C:17]([OH:19])=[O:18])=[CH:24][CH:25]=2)[CH3:12])=[O:9])[C:2]([O:35][C:29]2[CH:30]=[C:31]([F:34])[CH:32]=[CH:33][C:28]=2[Cl:27])=[N:3][CH:4]=1. (8) Given the reactants [NH2:1][C:2]1[CH:7]=[CH:6][CH:5]=[CH:4][C:3]=1[NH:8][C:9](=[O:22])[C:10]1[CH:15]=[CH:14][C:13]([CH:16]2[CH2:21][CH2:20][NH:19][CH2:18][CH2:17]2)=[CH:12][CH:11]=1.[C:23](=O)([O-])[O-].[K+].[K+].IC, predict the reaction product. The product is: [NH2:1][C:2]1[CH:7]=[CH:6][CH:5]=[CH:4][C:3]=1[NH:8][C:9](=[O:22])[C:10]1[CH:15]=[CH:14][C:13]([CH:16]2[CH2:21][CH2:20][N:19]([CH3:23])[CH2:18][CH2:17]2)=[CH:12][CH:11]=1. (9) The product is: [CH2:1]([C@@H:8]1[CH2:13][N:12]([CH2:14][C:15]2[CH:16]=[CH:17][CH:18]=[CH:19][CH:20]=2)[CH2:11][CH2:10][N:9]1[C:21]([C:23]1[CH:27]=[C:26]([CH3:28])[N:25]([C:29]2[CH:30]=[C:31]([N:35]3[CH2:40][CH2:39][CH:38]([C:41]([OH:43])=[O:42])[CH2:37][CH2:36]3)[CH:32]=[CH:33][CH:34]=2)[C:24]=1[C:46]1[CH:47]=[CH:48][CH:49]=[CH:50][CH:51]=1)=[O:22])[C:2]1[CH:7]=[CH:6][CH:5]=[CH:4][CH:3]=1. Given the reactants [CH2:1]([C@@H:8]1[CH2:13][N:12]([CH2:14][C:15]2[CH:20]=[CH:19][CH:18]=[CH:17][CH:16]=2)[CH2:11][CH2:10][N:9]1[C:21]([C:23]1[CH:27]=[C:26]([CH3:28])[N:25]([C:29]2[CH:30]=[C:31]([N:35]3[CH2:40][CH2:39][CH:38]([C:41]([O:43]CC)=[O:42])[CH2:37][CH2:36]3)[CH:32]=[CH:33][CH:34]=2)[C:24]=1[C:46]1[CH:51]=[CH:50][CH:49]=[CH:48][CH:47]=1)=[O:22])[C:2]1[CH:7]=[CH:6][CH:5]=[CH:4][CH:3]=1.[OH-].[Na+], predict the reaction product. (10) Given the reactants [NH2:1][C@H:2]1[CH2:7][CH2:6][C@H:5]([NH:8][C:9]([C:11]2[C:15]3[N:16]=[CH:17][N:18]=[C:19]([C:20]4[CH:25]=[C:24]([CH3:26])[CH:23]=[CH:22][C:21]=4[O:27][CH2:28][CH:29]4[CH2:31][CH2:30]4)[C:14]=3[NH:13][CH:12]=2)=[O:10])[CH2:4][CH2:3]1.Cl[C:33]([O:35][CH2:36][CH3:37])=[O:34], predict the reaction product. The product is: [CH2:36]([O:35][C:33](=[O:34])[NH:1][C@H:2]1[CH2:7][CH2:6][C@H:5]([NH:8][C:9]([C:11]2[C:15]3[N:16]=[CH:17][N:18]=[C:19]([C:20]4[CH:25]=[C:24]([CH3:26])[CH:23]=[CH:22][C:21]=4[O:27][CH2:28][CH:29]4[CH2:30][CH2:31]4)[C:14]=3[NH:13][CH:12]=2)=[O:10])[CH2:4][CH2:3]1)[CH3:37].